Dataset: Catalyst prediction with 721,799 reactions and 888 catalyst types from USPTO. Task: Predict which catalyst facilitates the given reaction. (1) Reactant: [Br:1][C:2]1[CH:3]=[C:4]([CH:9]=[C:10]([O:12][CH2:13][C@H:14]2[CH2:18][CH2:17][CH2:16][O:15]2)[CH:11]=1)[C:5](OC)=[O:6].[H-].[H-].[H-].[H-].[Li+].[Al+3]. Product: [Br:1][C:2]1[CH:3]=[C:4]([CH2:5][OH:6])[CH:9]=[C:10]([O:12][CH2:13][C@H:14]2[CH2:18][CH2:17][CH2:16][O:15]2)[CH:11]=1. The catalyst class is: 1. (2) Reactant: C([O:8][C:9]1[CH:18]=[C:17]2[C:12]([C:13]([O:19][C:20]3[CH:25]=[CH:24][C:23]([N+:26]([O-:28])=[O:27])=[CH:22][C:21]=3[F:29])=[CH:14][CH:15]=[N:16]2)=[CH:11][C:10]=1[O:30][CH3:31])C1C=CC=CC=1.Br. Product: [F:29][C:21]1[CH:22]=[C:23]([N+:26]([O-:28])=[O:27])[CH:24]=[CH:25][C:20]=1[O:19][C:13]1[C:12]2[C:17](=[CH:18][C:9]([OH:8])=[C:10]([O:30][CH3:31])[CH:11]=2)[N:16]=[CH:15][CH:14]=1. The catalyst class is: 52. (3) Reactant: [NH2:1][C:2]1[C:7]2[C:8]3[CH:14]=[CH:13][C:12](Br)=[CH:11][C:9]=3[S:10][C:6]=2[C:5]([C:16]([NH2:18])=[O:17])=[CH:4][N:3]=1.[C:19]1(B(O)O)[CH:24]=[CH:23][CH:22]=[CH:21][CH:20]=1.C([O-])([O-])=O.[Na+].[Na+]. Product: [NH2:1][C:2]1[C:7]2[C:8]3[CH:14]=[CH:13][C:12]([C:19]4[CH:24]=[CH:23][CH:22]=[CH:21][CH:20]=4)=[CH:11][C:9]=3[S:10][C:6]=2[C:5]([C:16]([NH2:18])=[O:17])=[CH:4][N:3]=1. The catalyst class is: 3. (4) Reactant: [N:1]1[CH:6]=[CH:5][CH:4]=[CH:3][C:2]=1[C:7](=O)[CH2:8][C:9]1[C:18]2[C:13](=[CH:14][CH:15]=[CH:16][CH:17]=2)[N:12]=[CH:11][CH:10]=1.N1C=CC=CC=1.[NH2:26][N:27]1[CH2:31][CH:30]([C:32]2[CH:37]=[CH:36][CH:35]=[C:34]([O:38][CH3:39])[CH:33]=2)[CH2:29][C:28]1=[O:40]. Product: [CH3:39][O:38][C:34]1[CH:33]=[C:32]([CH:30]2[CH2:31][N:27]([N:26]=[C:7]([C:2]3[CH:3]=[CH:4][CH:5]=[CH:6][N:1]=3)[CH2:8][C:9]3[C:18]4[C:13](=[CH:14][CH:15]=[CH:16][CH:17]=4)[N:12]=[CH:11][CH:10]=3)[C:28](=[O:40])[CH2:29]2)[CH:37]=[CH:36][CH:35]=1. The catalyst class is: 15.